From a dataset of Reaction yield outcomes from USPTO patents with 853,638 reactions. Predict the reaction yield, written as a fraction of the theoretical maximum amount of product (1.0 means a 100% yield; for example, 0.34 means a 34% yield). (1) The catalyst is C1C=CC([P]([Pd]([P](C2C=CC=CC=2)(C2C=CC=CC=2)C2C=CC=CC=2)([P](C2C=CC=CC=2)(C2C=CC=CC=2)C2C=CC=CC=2)[P](C2C=CC=CC=2)(C2C=CC=CC=2)C2C=CC=CC=2)(C2C=CC=CC=2)C2C=CC=CC=2)=CC=1. The product is [Cl:20][C:4]1[C:5]([CH2:8][N:9]2[C:17](=[O:18])[C:16]3[C:11](=[CH:12][CH:13]=[CH:14][CH:15]=3)[C:10]2=[O:19])=[N:6][CH:7]=[C:2]([CH:27]=[CH2:28])[CH:3]=1. The yield is 0.650. The reactants are Br[C:2]1[CH:3]=[C:4]([Cl:20])[C:5]([CH2:8][N:9]2[C:17](=[O:18])[C:16]3[C:11](=[CH:12][CH:13]=[CH:14][CH:15]=3)[C:10]2=[O:19])=[N:6][CH:7]=1.C([O-])([O-])=O.[K+].[K+].[C:27]1(C)C=CC=C[CH:28]=1. (2) The reactants are [CH2:1]([C:3]([C:21]1[CH:26]=[CH:25][C:24]([OH:27])=[C:23]([CH3:28])[CH:22]=1)([C:6]1[CH:11]=[CH:10][C:9]([CH2:12][CH2:13][C:14]([CH2:18][CH3:19])([OH:17])[CH2:15][CH3:16])=[C:8]([CH3:20])[CH:7]=1)[CH2:4][CH3:5])[CH3:2].C(C(C1C=C[C:52]([OH:55])=[C:51]([CH3:56])[CH:50]=1)(C1C=CC(C#CC(CC)(O)CC)=C(C)C=1)CC)C. No catalyst specified. The product is [CH3:13][C:14]1([CH3:15])[O:55][CH2:52][CH:51]([CH2:56][O:27][C:24]2[CH:25]=[CH:26][C:21]([C:3]([C:6]3[CH:11]=[CH:10][C:9]([CH2:12][CH2:13][C:14]([CH2:15][CH3:16])([OH:17])[CH2:18][CH3:19])=[C:8]([CH3:20])[CH:7]=3)([CH2:4][CH3:5])[CH2:1][CH3:2])=[CH:22][C:23]=2[CH3:28])[CH2:50][O:17]1. The yield is 0.730. (3) The reactants are [NH:1]1[C:7]2[CH:8]=[CH:9][CH:10]=[CH:11][C:6]=2[CH2:5][NH:4][CH2:3][CH2:2]1.CCN(C(C)C)C(C)C.Cl[C:22]([O:24][CH2:25][C:26]1[CH:31]=[CH:30][CH:29]=[CH:28][CH:27]=1)=[O:23]. The catalyst is C1COCC1. The product is [NH:1]1[C:7]2[CH:8]=[CH:9][CH:10]=[CH:11][C:6]=2[CH2:5][N:4]([C:22]([O:24][CH2:25][C:26]2[CH:31]=[CH:30][CH:29]=[CH:28][CH:27]=2)=[O:23])[CH2:3][CH2:2]1. The yield is 0.830. (4) The product is [C:30]([O:33][CH2:2][C:3]1[CH:29]=[CH:28][C:6]2[N:7]3[C:25]([C:26]#[N:27])=[CH:24][CH:23]=[C:8]3[C:9]3([CH2:15][CH2:14][N:13]([C:16]([O:18][C:19]([CH3:22])([CH3:21])[CH3:20])=[O:17])[CH2:12][CH2:11]3)[O:10][C:5]=2[CH:4]=1)(=[O:32])[CH3:31]. The reactants are Br[CH2:2][C:3]1[CH:29]=[CH:28][C:6]2[N:7]3[C:25]([C:26]#[N:27])=[CH:24][CH:23]=[C:8]3[C:9]3([CH2:15][CH2:14][N:13]([C:16]([O:18][C:19]([CH3:22])([CH3:21])[CH3:20])=[O:17])[CH2:12][CH2:11]3)[O:10][C:5]=2[CH:4]=1.[C:30]([O-:33])(=[O:32])[CH3:31].[K+]. The yield is 0.620. The catalyst is CN(C=O)C.[NH4+].[Cl-]. (5) The reactants are [NH2:1][C:2]1[CH:9]=[CH:8][CH:7]=[CH:6][C:3]=1[C:4]#[N:5].P(=O)(O)(O)O.[N+]([O-])(O)=O.[N:19]([O-])=O.[Na+].C([O-])(=O)C.[K+].[C:28]([CH2:31][C:32](=[O:34])[CH3:33])(=[O:30])[CH3:29]. The catalyst is O.C(O)C. The product is [C:28]([C:31](=[N:19][NH:1][C:2]1[CH:9]=[CH:8][CH:7]=[CH:6][C:3]=1[C:4]#[N:5])[C:32](=[O:34])[CH3:33])(=[O:30])[CH3:29]. The yield is 0.410. (6) The reactants are [F:1][CH:2]([F:21])[O:3][CH2:4][C@@H:5]1[CH2:9][N:8]([C:10]([O:12][C:13]([CH3:16])([CH3:15])[CH3:14])=[O:11])[C@H:7]([C:17]([O:19]C)=[O:18])[CH2:6]1.[Li+].[OH-].Cl. The catalyst is C1COCC1.CO. The product is [C:13]([O:12][C:10]([N:8]1[CH2:9][C@@H:5]([CH2:4][O:3][CH:2]([F:1])[F:21])[CH2:6][C@H:7]1[C:17]([OH:19])=[O:18])=[O:11])([CH3:16])([CH3:14])[CH3:15]. The yield is 0.990. (7) The reactants are C[O:2][CH:3](OC)[CH2:4][CH2:5][N:6]1[CH:11]=[C:10]([C:12]2[C:13]([F:19])=[N:14][C:15]([CH3:18])=[CH:16][CH:17]=2)[C:9](=[O:20])[NH:8][C:7]1=[O:21]. The catalyst is C1COCC1. The product is [F:19][C:13]1[C:12]([C:10]2[C:9](=[O:20])[NH:8][C:7](=[O:21])[N:6]([CH2:5][CH2:4][CH:3]=[O:2])[CH:11]=2)=[CH:17][CH:16]=[C:15]([CH3:18])[N:14]=1. The yield is 1.00.